From a dataset of Human liver microsome stability data. Regression/Classification. Given a drug SMILES string, predict its absorption, distribution, metabolism, or excretion properties. Task type varies by dataset: regression for continuous measurements (e.g., permeability, clearance, half-life) or binary classification for categorical outcomes (e.g., BBB penetration, CYP inhibition). Dataset: hlm. (1) The molecule is CCC(CC)C(=O)N=C(NC1=NC(=O)C(=O)N1C(C)C)Nc1ccc(Cl)c(Cl)c1. The result is 0 (unstable in human liver microsomes). (2) The molecule is Cc1c2c(n3c1CCCN1CCCC[C@@H]1CNc1cc-3ccc1C(N)=O)CC(C)(C)CC2=O. The result is 1 (stable in human liver microsomes). (3) The molecule is COc1ccnc(Oc2ccc3c(c2)c(=O)ncn3Cc2ccc(F)cc2F)c1C(F)(F)F. The result is 0 (unstable in human liver microsomes). (4) The result is 1 (stable in human liver microsomes). The drug is O=C(Nc1ccc(NC(=O)c2ccco2)cc1)c1cccc(Cl)c1.